This data is from Ames mutagenicity test results for genotoxicity prediction. The task is: Regression/Classification. Given a drug SMILES string, predict its toxicity properties. Task type varies by dataset: regression for continuous values (e.g., LD50, hERG inhibition percentage) or binary classification for toxic/non-toxic outcomes (e.g., AMES mutagenicity, cardiotoxicity, hepatotoxicity). Dataset: ames. (1) The compound is CC(NCc1ccccc1)C(=O)NCc1ccccc1. The result is 0 (non-mutagenic). (2) The result is 0 (non-mutagenic). The molecule is C(=N/c1snc2ccccc12)\c1ccccc1. (3) The drug is CN(C)CCCN1c2ccccc2CCc2ccccc21. The result is 0 (non-mutagenic). (4) The drug is Cc1cc2cc3ccccc3cc2c2ccccc12. The result is 1 (mutagenic). (5) The molecule is CCCCC(CC)COCCCN. The result is 0 (non-mutagenic). (6) The molecule is O=C(Cl)c1ccccc1F. The result is 1 (mutagenic).